From a dataset of Catalyst prediction with 721,799 reactions and 888 catalyst types from USPTO. Predict which catalyst facilitates the given reaction. (1) Reactant: [Br:1][C:2]1[CH:9]=[CH:8][C:5]([CH2:6]Br)=[CH:4][CH:3]=1.[CH3:10][NH:11][CH2:12][CH:13]([OH:20])[C:14]1[CH:19]=[CH:18][CH:17]=[CH:16][CH:15]=1.C(=O)([O-])[O-].[K+].[K+]. Product: [Br:1][C:2]1[CH:9]=[CH:8][C:5]([CH2:6][N:11]([CH3:10])[CH2:12][CH:13]([C:14]2[CH:19]=[CH:18][CH:17]=[CH:16][CH:15]=2)[OH:20])=[CH:4][CH:3]=1. The catalyst class is: 10. (2) Reactant: [Cl:1][C:2]1[CH:7]=[CH:6][C:5](/[CH:8]=[CH:9]/[CH2:10][CH2:11][CH2:12][C:13]#[C:14][P:15](=[O:22])([O:19][CH2:20][CH3:21])[O:16][CH2:17][CH3:18])=[CH:4][CH:3]=1. Product: [Cl:1][C:2]1[CH:7]=[C:6]2[C:5](=[CH:4][CH:3]=1)[CH:8]=[C:9]1[CH2:10][CH2:11][CH2:12][C:13]1=[C:14]2[P:15](=[O:22])([O:16][CH2:17][CH3:18])[O:19][CH2:20][CH3:21]. The catalyst class is: 262. (3) Product: [I:1][C:2]1[CH:10]=[CH:9][C:5]([C:6]([Cl:14])=[O:7])=[CH:4][CH:3]=1. Reactant: [I:1][C:2]1[CH:10]=[CH:9][C:5]([C:6](O)=[O:7])=[CH:4][CH:3]=1.C(Cl)(=O)C([Cl:14])=O. The catalyst class is: 9. (4) The catalyst class is: 10. Product: [ClH:1].[Cl:1][C:2]1[CH:3]=[C:4]2[C:9](=[C:10]([Cl:12])[CH:11]=1)[CH2:8][N:7]([CH3:13])[CH2:6][CH:5]2[C:14]1[CH:19]=[CH:18][CH:17]=[CH:16][C:15]=1[NH:20][C:22]([NH:21][CH2:24][CH3:25])=[S:23]. Reactant: [Cl:1][C:2]1[CH:3]=[C:4]2[C:9](=[C:10]([Cl:12])[CH:11]=1)[CH2:8][N:7]([CH3:13])[CH2:6][CH:5]2[C:14]1[CH:19]=[CH:18][CH:17]=[CH:16][C:15]=1[NH2:20].[N:21]([CH2:24][CH3:25])=[C:22]=[S:23]. (5) The catalyst class is: 34. Product: [ClH:48].[NH2:25][C@H:26]([C:30]1[N:11]([C:12]2[CH:13]=[CH:14][CH:15]=[CH:16][CH:17]=2)[C:3]2[C:4]([C:5]#[N:6])=[C:7]([F:10])[CH:8]=[CH:9][C:2]=2[N:1]=1)[CH3:27]. Reactant: [NH2:1][C:2]1[C:3]([NH:11][C:12]2[CH:17]=[CH:16][CH:15]=[CH:14][CH:13]=2)=[C:4]([C:7]([F:10])=[CH:8][CH:9]=1)[C:5]#[N:6].C(OC([NH:25][C@@H:26]([CH3:30])[C:27](O)=O)=O)(C)(C)C.C1C=NC2N(O)N=NC=2C=1.CN1CCOCC1.[ClH:48].CN(C)CCCN=C=NCC. (6) Reactant: [NH2:1][C:2]1[CH:34]=[CH:33][C:5]2[NH:6][C:7]([C:12]3[C:13](=[O:32])[C:14]([CH2:23][C:24]4[CH:29]=[CH:28][C:27]([F:30])=[C:26]([Cl:31])[CH:25]=4)([CH3:22])[N:15]4[C:19]([C:20]=3[OH:21])=[CH:18][CH:17]=[CH:16]4)=[N:8][S:9](=[O:11])(=[O:10])[C:4]=2[CH:3]=1.N1C=CC=CC=1.[CH3:41][S:42](Cl)(=[O:44])=[O:43].Cl. Product: [Cl:31][C:26]1[CH:25]=[C:24]([CH:29]=[CH:28][C:27]=1[F:30])[CH2:23][C:14]1([CH3:22])[C:13](=[O:32])[C:12]([C:7]2[NH:6][C:5]3[CH:33]=[CH:34][C:2]([NH:1][S:42]([CH3:41])(=[O:44])=[O:43])=[CH:3][C:4]=3[S:9](=[O:10])(=[O:11])[N:8]=2)=[C:20]([OH:21])[C:19]2[N:15]1[CH:16]=[CH:17][CH:18]=2. The catalyst class is: 4.